From a dataset of Forward reaction prediction with 1.9M reactions from USPTO patents (1976-2016). Predict the product of the given reaction. (1) The product is: [CH2:1]([O:8][C:9]1[CH:15]=[CH:14][CH:13]=[C:12]([F:16])[C:10]=1[NH:11][CH2:18][C:19]([O:21][CH3:22])=[O:20])[C:2]1[CH:3]=[CH:4][CH:5]=[CH:6][CH:7]=1. Given the reactants [CH2:1]([O:8][C:9]1[CH:15]=[CH:14][CH:13]=[C:12]([F:16])[C:10]=1[NH2:11])[C:2]1[CH:7]=[CH:6][CH:5]=[CH:4][CH:3]=1.Br[CH2:18][C:19]([O:21][CH3:22])=[O:20].C(=O)([O-])[O-].[K+].[K+].C(OCC)(=O)C, predict the reaction product. (2) The product is: [C:21]([C:15]1[N:14]=[C:13]([C:10]2[CH:11]=[CH:12][C:7]([C:33]3[CH:32]=[CH:31][C:30]([CH2:43][C:44]([O:46][CH3:47])=[O:45])=[CH:29][C:28]=3[F:27])=[C:8]([F:24])[CH:9]=2)[C:18]([CH3:19])=[N:17][C:16]=1[CH3:20])(=[O:23])[NH2:22]. Given the reactants FC(F)(F)S(O[C:7]1[CH:12]=[CH:11][C:10]([C:13]2[C:18]([CH3:19])=[N:17][C:16]([CH3:20])=[C:15]([C:21](=[O:23])[NH2:22])[N:14]=2)=[CH:9][C:8]=1[F:24])(=O)=O.[F:27][C:28]1[CH:29]=[C:30]([CH2:43][C:44]([O:46][CH3:47])=[O:45])[CH:31]=[CH:32][C:33]=1B1OC(C)(C)C(C)(C)O1.P([O-])([O-])([O-])=O.[K+].[K+].[K+].CO, predict the reaction product. (3) Given the reactants [Cl:1][C:2]1[CH:3]=[C:4]([CH:8]=[CH:9][C:10]=1[C:11]1[CH:20]=[CH:19][C:18]2[C:13](=[CH:14][CH:15]=[C:16]([OH:21])[CH:17]=2)[N:12]=1)[C:5]([OH:7])=[O:6].ClC1C=CC=C(C(OO)=[O:30])C=1, predict the reaction product. The product is: [C:5]([C:4]1[CH:8]=[CH:9][C:10]([C:11]2[CH:20]=[CH:19][C:18]3[C:13](=[CH:14][CH:15]=[C:16]([OH:21])[CH:17]=3)[N+:12]=2[O-:30])=[C:2]([Cl:1])[CH:3]=1)([OH:7])=[O:6]. (4) Given the reactants [CH:1]1([CH2:7][C:8]2[N:12]([CH3:13])[C:11]([S:14]([NH2:17])(=[O:16])=[O:15])=[CH:10][CH:9]=2)[CH2:6][CH2:5][CH2:4][CH2:3][CH2:2]1.[C:18]([C:22]1[CH:23]=[C:24](B2OC(C)(C)C(C)(C)O2)[CH:25]=[C:26]([C:28]([CH3:31])([CH3:30])[CH3:29])[CH:27]=1)([CH3:21])([CH3:20])[CH3:19].C([O-])([O-])=O.[Cs+].[Cs+], predict the reaction product. The product is: [CH:1]1([CH2:7][C:8]2[N:12]([CH3:13])[C:11]([S:14]([NH2:17])(=[O:16])=[O:15])=[CH:10][C:9]=2[C:24]2[CH:23]=[C:22]([C:18]([CH3:20])([CH3:19])[CH3:21])[CH:27]=[C:26]([C:28]([CH3:31])([CH3:30])[CH3:29])[CH:25]=2)[CH2:2][CH2:3][CH2:4][CH2:5][CH2:6]1. (5) Given the reactants [C:1]1([CH3:13])[CH:6]=[C:5]([CH3:7])[CH:4]=[C:3]([CH3:8])[C:2]=1[S:9](Cl)(=[O:11])=[O:10].[CH:14]1([C:20]2[CH:25]=[CH:24][CH:23]=[CH:22][CH:21]=2)[CH2:19][CH2:18][CH2:17][CH2:16][CH2:15]1.[Al+3].[Cl-].[Cl-].[Cl-].Cl, predict the reaction product. The product is: [CH:20]1([C:14]2[CH:15]=[CH:16][C:17]([S:9]([C:2]3[C:3]([CH3:8])=[CH:4][C:5]([CH3:7])=[CH:6][C:1]=3[CH3:13])(=[O:11])=[O:10])=[CH:18][CH:19]=2)[CH2:21][CH2:22][CH2:23][CH2:24][CH2:25]1. (6) Given the reactants [N+:1]([C:4]1[CH:5]=[C:6]([C:10]2([C:13]#[N:14])[CH2:12][CH2:11]2)[CH:7]=[CH:8][CH:9]=1)([O-:3])=[O:2].[OH-:15].[K+].OO, predict the reaction product. The product is: [N+:1]([C:4]1[CH:5]=[C:6]([C:10]2([C:13]([NH2:14])=[O:15])[CH2:11][CH2:12]2)[CH:7]=[CH:8][CH:9]=1)([O-:3])=[O:2].